This data is from Oral bioavailability binary classification data from Ma et al.. The task is: Regression/Classification. Given a drug SMILES string, predict its absorption, distribution, metabolism, or excretion properties. Task type varies by dataset: regression for continuous measurements (e.g., permeability, clearance, half-life) or binary classification for categorical outcomes (e.g., BBB penetration, CYP inhibition). Dataset: bioavailability_ma. (1) The molecule is CCN1CCCC1CNC(=O)c1cc(S(=O)(=O)CC)c(N)cc1OC. The result is 1 (high bioavailability). (2) The molecule is CC[C@H](C)C(=O)O[C@H]1C[C@H](O)C=C2C=C[C@H](C)[C@H](CC[C@@H](O)C[C@@H](O)CC(=O)O)[C@H]21. The result is 0 (low bioavailability). (3) The compound is C=CCN1CCCC1CNC(=O)c1cc2n[nH]nc2cc1OC. The result is 1 (high bioavailability). (4) The drug is C[C@H](NCCc1ccc(O)cc1)[C@H](O)c1ccc(O)cc1. The result is 1 (high bioavailability).